This data is from Full USPTO retrosynthesis dataset with 1.9M reactions from patents (1976-2016). The task is: Predict the reactants needed to synthesize the given product. (1) Given the product [O:34]1[CH2:39][CH2:38][O:37][C:36]2[CH:40]=[C:41]([C:44]3([CH3:51])[NH:48][C:47](=[O:49])[N:46]([CH2:2][C:3]([N:5]4[CH2:10][CH2:9][N:8]([C:11]5[CH:16]=[CH:15][C:14]([C:17]([OH:26])([C:22]([F:25])([F:23])[F:24])[C:18]([F:21])([F:19])[F:20])=[CH:13][C:12]=5[CH2:30][CH2:31][CH3:32])[CH2:7][C@@H:6]4[CH3:33])=[O:4])[C:45]3=[O:50])[CH:42]=[CH:43][C:35]1=2, predict the reactants needed to synthesize it. The reactants are: Br[CH2:2][C:3]([N:5]1[CH2:10][CH2:9][N:8]([C:11]2[CH:16]=[CH:15][C:14]([C:17]([O:26]COC)([C:22]([F:25])([F:24])[F:23])[C:18]([F:21])([F:20])[F:19])=[CH:13][C:12]=2[CH2:30][CH2:31][CH3:32])[CH2:7][C@@H:6]1[CH3:33])=[O:4].[O:34]1[CH2:39][CH2:38][O:37][C:36]2[CH:40]=[C:41]([C:44]3([CH3:51])[NH:48][C:47](=[O:49])[NH:46][C:45]3=[O:50])[CH:42]=[CH:43][C:35]1=2. (2) Given the product [Cl:1][C:2]1[C:6]([NH:7][CH2:16][CH3:17])=[CH:5][N:4]([C:8]2[CH:9]=[N:10][CH:11]=[CH:12][CH:13]=2)[N:3]=1, predict the reactants needed to synthesize it. The reactants are: [Cl:1][C:2]1[C:6]([NH2:7])=[CH:5][N:4]([C:8]2[CH:9]=[N:10][CH:11]=[CH:12][CH:13]=2)[N:3]=1.CO.[CH:16](=O)[CH3:17].[BH4-].[Na+]. (3) Given the product [Br:1][C:2]1[CH:15]=[CH:14][C:13]2[C:12]3[C:7](=[CH:8][C:9]([Br:16])=[CH:10][CH:11]=3)[CH:6]=[CH:5][C:4]=2[CH:3]=1, predict the reactants needed to synthesize it. The reactants are: [Br:1][C:2]1[CH:15]=[CH:14][C:13]2[C:12]3[C:7](=[CH:8][C:9]([Br:16])=[CH:10][CH:11]=3)[CH2:6][CH2:5][C:4]=2[CH:3]=1.C1C(=O)N(Br)C(=O)C1.C(OOC(=O)C1C=CC=CC=1)(=O)C1C=CC=CC=1.C([O-])(=O)C.[K+]. (4) Given the product [Cl:31][C:28]1[CH:29]=[CH:30][C:25]([C:22]2[N:20]3[CH:21]=[C:16]([C:13]4[CH:12]=[CH:11][C:10]([C:8]([N:5]5[CH2:4][CH2:3][CH:2]([NH:1][C:40](=[O:41])[C:39]([F:50])([F:49])[F:38])[CH2:7][CH2:6]5)=[O:9])=[CH:15][CH:14]=4)[N:17]=[CH:18][C:19]3=[N:24][CH:23]=2)=[CH:26][CH:27]=1, predict the reactants needed to synthesize it. The reactants are: [NH2:1][CH:2]1[CH2:7][CH2:6][N:5]([C:8]([C:10]2[CH:15]=[CH:14][C:13]([C:16]3[N:17]=[CH:18][C:19]4[N:20]([C:22]([C:25]5[CH:30]=[CH:29][C:28]([Cl:31])=[CH:27][CH:26]=5)=[CH:23][N:24]=4)[CH:21]=3)=[CH:12][CH:11]=2)=[O:9])[CH2:4][CH2:3]1.N1C=CC=CC=1.[F:38][C:39]([F:50])([F:49])[C:40](O[C:40](=[O:41])[C:39]([F:50])([F:49])[F:38])=[O:41]. (5) Given the product [OH:36][CH2:35][CH:34]([NH:37][C:2]1[C:7]([S:8]([N:11]2[CH2:32][CH2:31][C:14]3([C:18](=[O:19])[N:17]([C:20]4[CH:25]=[CH:24][C:23]([O:26][C:27]([F:28])([F:30])[F:29])=[CH:22][CH:21]=4)[CH2:16][CH2:15]3)[CH2:13][CH2:12]2)(=[O:9])=[O:10])=[CH:6][CH:5]=[CH:4][N:3]=1)[CH3:33], predict the reactants needed to synthesize it. The reactants are: Cl[C:2]1[C:7]([S:8]([N:11]2[CH2:32][CH2:31][C:14]3([C:18](=[O:19])[N:17]([C:20]4[CH:25]=[CH:24][C:23]([O:26][C:27]([F:30])([F:29])[F:28])=[CH:22][CH:21]=4)[CH2:16][CH2:15]3)[CH2:13][CH2:12]2)(=[O:10])=[O:9])=[CH:6][CH:5]=[CH:4][N:3]=1.[CH3:33][CH:34]([NH2:37])[CH2:35][OH:36]. (6) Given the product [C:3]([O:7][C:8]([N:10]1[CH2:11][CH2:12][CH:13]([O:16][CH2:17][C:18]([OH:20])=[O:19])[CH2:14][CH2:15]1)=[O:9])([CH3:6])([CH3:4])[CH3:5], predict the reactants needed to synthesize it. The reactants are: [OH-].[Na+].[C:3]([O:7][C:8]([N:10]1[CH2:15][CH2:14][CH:13]([O:16][CH2:17][C:18]([O:20]CC)=[O:19])[CH2:12][CH2:11]1)=[O:9])([CH3:6])([CH3:5])[CH3:4]. (7) The reactants are: [Cl:1][C:2]1[CH:10]=[C:9]2[C:5]([CH:6]=[C:7]([CH2:11][C:12]3[CH:13]=[CH:14][C:15]([CH3:22])=[C:16]([CH:21]=3)[C:17]([O:19]C)=[O:18])[NH:8]2)=[CH:4][C:3]=1[C:23]1[CH:28]=[CH:27][C:26]([N:29]2[CH2:33][CH2:32][CH2:31][CH2:30]2)=[CH:25][CH:24]=1.CO.[OH-].[Na+]. Given the product [Cl:1][C:2]1[CH:10]=[C:9]2[C:5]([CH:6]=[C:7]([CH2:11][C:12]3[CH:13]=[CH:14][C:15]([CH3:22])=[C:16]([CH:21]=3)[C:17]([OH:19])=[O:18])[NH:8]2)=[CH:4][C:3]=1[C:23]1[CH:28]=[CH:27][C:26]([N:29]2[CH2:33][CH2:32][CH2:31][CH2:30]2)=[CH:25][CH:24]=1, predict the reactants needed to synthesize it. (8) The reactants are: [CH2:1]([O:3][C:4](=[O:31])[CH:5](O)[CH2:6][C:7]1[CH:12]=[CH:11][C:10]([CH2:13][CH2:14][N:15]([C:23]([O:25][C:26]([CH3:29])([CH3:28])[CH3:27])=[O:24])[CH2:16][CH2:17][CH2:18][CH2:19][CH2:20][CH2:21][CH3:22])=[CH:9][CH:8]=1)[CH3:2].[CH:32]1[CH:37]=[CH:36][C:35]([CH2:38][SH:39])=[CH:34][CH:33]=1. Given the product [CH2:1]([O:3][C:4](=[O:31])[CH:5]([S:39][CH2:38][C:35]1[CH:36]=[CH:37][CH:32]=[CH:33][CH:34]=1)[CH2:6][C:7]1[CH:12]=[CH:11][C:10]([CH2:13][CH2:14][N:15]([C:23]([O:25][C:26]([CH3:29])([CH3:28])[CH3:27])=[O:24])[CH2:16][CH2:17][CH2:18][CH2:19][CH2:20][CH2:21][CH3:22])=[CH:9][CH:8]=1)[CH3:2], predict the reactants needed to synthesize it.